Dataset: Aqueous solubility values for 9,982 compounds from the AqSolDB database. Task: Regression/Classification. Given a drug SMILES string, predict its absorption, distribution, metabolism, or excretion properties. Task type varies by dataset: regression for continuous measurements (e.g., permeability, clearance, half-life) or binary classification for categorical outcomes (e.g., BBB penetration, CYP inhibition). For this dataset (solubility_aqsoldb), we predict Y. (1) The drug is O=C1CCC2CCCCC2O1. The Y is -0.587 log mol/L. (2) The compound is O=Cc1cccc(C(=O)O)c1O. The Y is -2.44 log mol/L. (3) The drug is Oc1ccc(Cl)cc1Cc1cc(Cl)ccc1O. The Y is -3.95 log mol/L. (4) The drug is COc1c(O)ccc(C=O)c1C. The Y is -1.38 log mol/L.